This data is from Reaction yield outcomes from USPTO patents with 853,638 reactions. The task is: Predict the reaction yield, written as a fraction of the theoretical maximum amount of product (1.0 means a 100% yield; for example, 0.34 means a 34% yield). The reactants are [Cl:1][C:2]1[CH:3]=[C:4]([CH:10]([OH:17])[C:11]#[C:12][C:13]([CH3:16])([OH:15])[CH3:14])[CH:5]=[CH:6][C:7]=1[O:8][CH3:9]. The catalyst is C(Cl)Cl.O. The product is [Cl:1][C:2]1[CH:3]=[C:4]([C:10](=[O:17])[C:11]#[C:12][C:13]([OH:15])([CH3:14])[CH3:16])[CH:5]=[CH:6][C:7]=1[O:8][CH3:9]. The yield is 0.650.